From a dataset of Full USPTO retrosynthesis dataset with 1.9M reactions from patents (1976-2016). Predict the reactants needed to synthesize the given product. (1) Given the product [CH:24]1([CH2:23][NH:22][C:3]2[N:4]=[N:5][C:6]([C:20]#[N:21])=[C:7]([N:9]3[CH2:15][CH2:14][C:13]4[CH:16]=[CH:17][CH:18]=[CH:19][C:12]=4[CH2:11][CH2:10]3)[N:8]=2)[CH2:26][CH2:25]1, predict the reactants needed to synthesize it. The reactants are: CS[C:3]1[N:4]=[N:5][C:6]([C:20]#[N:21])=[C:7]([N:9]2[CH2:15][CH2:14][C:13]3[CH:16]=[CH:17][CH:18]=[CH:19][C:12]=3[CH2:11][CH2:10]2)[N:8]=1.[NH2:22][CH2:23][CH:24]1[CH2:26][CH2:25]1. (2) Given the product [CH3:1][S:2][C:3]1[S:7][N:6]=[C:5]([S:8][C:12]2[C:13]([C:18]#[N:19])=[N:14][CH:15]=[CH:16][N:17]=2)[N:4]=1, predict the reactants needed to synthesize it. The reactants are: [CH3:1][S:2][C:3]1[S:7][N:6]=[C:5]([SH:8])[N:4]=1.[H-].[Na+].Cl[C:12]1[C:13]([C:18]#[N:19])=[N:14][CH:15]=[CH:16][N:17]=1. (3) Given the product [F:27][C:26]1[C:21]([N:20]2[C:16]([CH2:15][C:8]3[N:7]=[CH:6][N:5]4[N:4]=[C:3]([CH2:2][N:28]5[CH2:32][CH2:31][CH2:30][CH2:29]5)[N:11]=[C:10]4[C:9]=3[CH2:12][CH2:13][CH3:14])=[CH:17][CH:18]=[N:19]2)=[N:22][CH:23]=[CH:24][CH:25]=1, predict the reactants needed to synthesize it. The reactants are: Cl[CH2:2][C:3]1[N:11]=[C:10]2[N:5]([CH:6]=[N:7][C:8]([CH2:15][C:16]3[N:20]([C:21]4[C:26]([F:27])=[CH:25][CH:24]=[CH:23][N:22]=4)[N:19]=[CH:18][CH:17]=3)=[C:9]2[CH2:12][CH2:13][CH3:14])[N:4]=1.[NH:28]1[CH2:32][CH2:31][CH2:30][CH2:29]1.C([O-])([O-])=O.[K+].[K+]. (4) Given the product [CH3:1][O:2][C:3]([C:5]1[N:6]([CH2:31][C:30]([C:27]2[CH:28]=[CH:29][C:24]([O:23][CH2:16][C:17]3[CH:22]=[CH:21][CH:20]=[CH:19][CH:18]=3)=[CH:25][CH:26]=2)=[O:33])[CH:7]=[CH:8][CH:9]=1)=[O:4], predict the reactants needed to synthesize it. The reactants are: [CH3:1][O:2][C:3]([C:5]1[NH:6][CH:7]=[CH:8][CH:9]=1)=[O:4].C(=O)([O-])[O-].[Cs+].[Cs+].[CH2:16]([O:23][C:24]1[CH:29]=[CH:28][C:27]([C:30](=[O:33])[CH2:31]Br)=[CH:26][CH:25]=1)[C:17]1[CH:22]=[CH:21][CH:20]=[CH:19][CH:18]=1.